Dataset: Full USPTO retrosynthesis dataset with 1.9M reactions from patents (1976-2016). Task: Predict the reactants needed to synthesize the given product. (1) Given the product [C:1]([O:7][CH2:8][N:9]1[C:13]2[N:14]=[N:15][CH:16]=[C:17]([C:18]3[CH:19]=[N:20][N:21]([C@@H:23]([C:27]4[CH:28]=[CH:29][CH:30]=[CH:31][CH:32]=4)[CH2:24][C:25]#[N:34])[CH:22]=3)[C:12]=2[CH:11]=[CH:10]1)(=[O:6])[C:2]([CH3:5])([CH3:3])[CH3:4], predict the reactants needed to synthesize it. The reactants are: [C:1]([O:7][CH2:8][N:9]1[C:13]2[N:14]=[N:15][CH:16]=[C:17]([C:18]3[CH:19]=[N:20][N:21]([C@@H:23]([C:27]4[CH:32]=[CH:31][CH:30]=[CH:29][CH:28]=4)[CH2:24][CH:25]=O)[CH:22]=3)[C:12]=2[CH:11]=[CH:10]1)(=[O:6])[C:2]([CH3:5])([CH3:4])[CH3:3].[OH-].[NH4+:34].II. (2) Given the product [C:20]1([C:18]2[C:17]3[C:16](=[CH:29][CH:28]=[CH:27][CH:26]=3)[N:15]=[C:13]([CH:14]=[O:30])[N:19]=2)[CH:25]=[CH:24][CH:23]=[CH:22][CH:21]=1, predict the reactants needed to synthesize it. The reactants are: N1C2C=CC=CC=2C=NC=C1.O[CH:13]1[N:19]=[C:18]([C:20]2[CH:25]=[CH:24][CH:23]=[CH:22][CH:21]=2)[C:17]2[CH:26]=[CH:27][CH:28]=[CH:29][C:16]=2[NH:15][C:14]1=[O:30].